Dataset: Peptide-MHC class I binding affinity with 185,985 pairs from IEDB/IMGT. Task: Regression. Given a peptide amino acid sequence and an MHC pseudo amino acid sequence, predict their binding affinity value. This is MHC class I binding data. (1) The peptide sequence is NPIVPSFDM. The MHC is HLA-B07:02 with pseudo-sequence HLA-B07:02. The binding affinity (normalized) is 0.896. (2) The peptide sequence is LLYDGSFAV. The MHC is HLA-A02:01 with pseudo-sequence HLA-A02:01. The binding affinity (normalized) is 1.00. (3) The peptide sequence is YLDNVGVHI. The MHC is HLA-A23:01 with pseudo-sequence HLA-A23:01. The binding affinity (normalized) is 0.0847. (4) The binding affinity (normalized) is 0.189. The peptide sequence is VSLVKKNKKR. The MHC is HLA-A11:01 with pseudo-sequence HLA-A11:01.